From a dataset of Catalyst prediction with 721,799 reactions and 888 catalyst types from USPTO. Predict which catalyst facilitates the given reaction. (1) Reactant: Cl[C:2]1[CH:3]=[CH:4][C:5]2[N:6]([C:8]([C:11]3[CH:16]=[CH:15][CH:14]=[C:13]([O:17][C:18]([F:21])([F:20])[F:19])[CH:12]=3)=[CH:9][N:10]=2)[N:7]=1.[NH2:22][CH2:23][CH:24]1[CH2:29][CH2:28][N:27]([C:30]([O:32][C:33]([CH3:36])([CH3:35])[CH3:34])=[O:31])[CH2:26][CH2:25]1.CC([O-])(C)C.[Na+]. Product: [F:19][C:18]([F:21])([F:20])[O:17][C:13]1[CH:12]=[C:11]([C:8]2[N:6]3[N:7]=[C:2]([NH:22][CH2:23][CH:24]4[CH2:29][CH2:28][N:27]([C:30]([O:32][C:33]([CH3:36])([CH3:35])[CH3:34])=[O:31])[CH2:26][CH2:25]4)[CH:3]=[CH:4][C:5]3=[N:10][CH:9]=2)[CH:16]=[CH:15][CH:14]=1. The catalyst class is: 101. (2) Reactant: [CH3:1][O:2][C:3](=[O:13])[CH2:4][CH2:5][CH2:6][CH2:7][CH2:8][CH2:9][C:10](O)=[O:11]. Product: [CH3:1][O:2][C:3](=[O:13])[CH2:4][CH2:5][CH2:6][CH2:7][CH2:8][CH2:9][CH2:10][OH:11]. The catalyst class is: 54. (3) Product: [Cl:1][C:2]1[CH:7]=[CH:6][C:5]([C:8]2[CH:13]=[CH:12][C:11]([O:14][CH3:15])=[CH:10][C:9]=2[CH2:16][O:17][C:18]2[CH:23]=[CH:22][C:21]([C:24]3[N:28]([CH:29]4[CH2:34][CH2:33][CH2:32][CH2:31][CH2:30]4)[N:27]=[C:26]([C:35]#[C:36][C:37]([OH:39])=[O:38])[CH:25]=3)=[CH:20][CH:19]=2)=[CH:4][CH:3]=1. The catalyst class is: 92. Reactant: [Cl:1][C:2]1[CH:7]=[CH:6][C:5]([C:8]2[CH:13]=[CH:12][C:11]([O:14][CH3:15])=[CH:10][C:9]=2[CH2:16][O:17][C:18]2[CH:23]=[CH:22][C:21]([C:24]3[N:28]([CH:29]4[CH2:34][CH2:33][CH2:32][CH2:31][CH2:30]4)[N:27]=[C:26]([C:35]#[C:36][C:37]([O:39]CC)=[O:38])[CH:25]=3)=[CH:20][CH:19]=2)=[CH:4][CH:3]=1.[Li+].[OH-]. (4) Reactant: [CH2:1]([N:3]1[CH:7]=[C:6]([C:8]2[N:9]=[C:10]3[C:15]([NH:16][C@H:17]4[C@@H:21]([CH3:22])[CH2:20][NH:19][CH2:18]4)=[C:14]([C:23]([NH2:25])=[O:24])[CH:13]=[N:12][N:11]3[CH:26]=2)[CH:5]=[N:4]1)[CH3:2].C(O)(C(F)(F)F)=O.Br[C:35]1[CH:42]=[CH:41][C:38]([C:39]#[N:40])=[CH:37][N:36]=1.CCN(C(C)C)C(C)C. Product: [C:39]([C:38]1[CH:41]=[CH:42][C:35]([N:19]2[CH2:20][C@H:21]([CH3:22])[C@H:17]([NH:16][C:15]3[C:10]4[N:11]([CH:26]=[C:8]([C:6]5[CH:5]=[N:4][N:3]([CH2:1][CH3:2])[CH:7]=5)[N:9]=4)[N:12]=[CH:13][C:14]=3[C:23]([NH2:25])=[O:24])[CH2:18]2)=[N:36][CH:37]=1)#[N:40]. The catalyst class is: 3. (5) Reactant: CS(O)(=O)=O.[NH2:6][CH2:7][C:8]1[CH:9]=[C:10]2[C:14](=[CH:15][CH:16]=1)[C:13](=[O:17])[N:12]([CH:18]1[CH2:23][CH2:22][C:21](=[O:24])[NH:20][C:19]1=[O:25])[CH2:11]2.C1N=CN([C:31]([N:33]2C=N[CH:35]=[CH:34]2)=[O:32])C=1.[Cl:38][C:39]1[CH:40]=[C:41](C(N)C)[CH:42]=[CH:43][C:44]=1[Cl:45].O. Product: [Cl:38][C:39]1[CH:40]=[C:41]([CH:34]([NH:33][C:31]([NH:6][CH2:7][C:8]2[CH:9]=[C:10]3[C:14](=[CH:15][CH:16]=2)[C:13](=[O:17])[N:12]([CH:18]2[CH2:23][CH2:22][C:21](=[O:24])[NH:20][C:19]2=[O:25])[CH2:11]3)=[O:32])[CH3:35])[CH:42]=[CH:43][C:44]=1[Cl:45]. The catalyst class is: 9. (6) Reactant: C(OC([N:8]1[CH2:13][CH2:12][N:11]([C:14]2[C:22]([Cl:23])=[CH:21][CH:20]=[C:19]3[C:15]=2[CH:16]=[CH:17][N:18]3[S:24]([C:27]2[CH:32]=[CH:31][CH:30]=[C:29]([Cl:33])[CH:28]=2)(=[O:26])=[O:25])[CH2:10][CH2:9]1)=O)(C)(C)C.Cl. Product: [ClH:23].[Cl:23][C:22]1[C:14]([N:11]2[CH2:10][CH2:9][NH:8][CH2:13][CH2:12]2)=[C:15]2[C:19](=[CH:20][CH:21]=1)[N:18]([S:24]([C:27]1[CH:32]=[CH:31][CH:30]=[C:29]([Cl:33])[CH:28]=1)(=[O:25])=[O:26])[CH:17]=[CH:16]2. The catalyst class is: 24. (7) Reactant: [F:1][C:2]1[CH:3]=[CH:4][C:5]2[O:9][C:8]([C:10](=[O:14])[CH:11]([CH3:13])[CH3:12])=[C:7]([CH3:15])[C:6]=2[CH:16]=1.[BH4-].[Na+].O. Product: [F:1][C:2]1[CH:3]=[CH:4][C:5]2[O:9][C:8]([CH:10]([OH:14])[CH:11]([CH3:12])[CH3:13])=[C:7]([CH3:15])[C:6]=2[CH:16]=1. The catalyst class is: 111.